From a dataset of Catalyst prediction with 721,799 reactions and 888 catalyst types from USPTO. Predict which catalyst facilitates the given reaction. (1) Reactant: [CH3:1][O:2][C:3]1[CH:8]=[CH:7][C:6]([SH:9])=[CH:5][CH:4]=1.C(=O)([O-])[O-].[K+].[K+].Cl[C:17]1[C:18]([C:24]([O:26][C:27]([CH3:30])([CH3:29])[CH3:28])=[O:25])=[N:19][C:20]([Cl:23])=[CH:21][CH:22]=1.C(Cl)(Cl)Cl. Product: [Cl:23][C:20]1[N:19]=[C:18]([C:24]([O:26][C:27]([CH3:30])([CH3:29])[CH3:28])=[O:25])[C:17]([S:9][C:6]2[CH:7]=[CH:8][C:3]([O:2][CH3:1])=[CH:4][CH:5]=2)=[CH:22][CH:21]=1. The catalyst class is: 9. (2) The catalyst class is: 6. Reactant: [O:1]1[CH2:6][CH2:5]OCC1.[OH-:7].[Na+].[CH3:9][N:10]1[CH2:15][CH2:14][N:13]([C:16]2[CH:17]=C([CH:21]=[C:22]([C:24]([F:27])([F:26])[F:25])[CH:23]=2)C#N)[CH2:12][CH2:11]1. Product: [CH3:9][N:10]1[CH2:15][CH2:14][N:13]([C:16]2[CH:17]=[C:5]([CH:21]=[C:22]([C:24]([F:27])([F:26])[F:25])[CH:23]=2)[C:6]([OH:1])=[O:7])[CH2:12][CH2:11]1. (3) Reactant: C(=O)([O-])[O-].[K+].[K+].[CH:7]1[C:16]2[C:11](=[CH:12][CH:13]=[CH:14][CH:15]=2)[CH:10]=[CH:9][C:8]=1[CH2:17][SH:18].O1CCCC1.CS(O[CH2:29][C:30]1[O:34][N:33]=[C:32]([C:35]([O:37][CH2:38][CH3:39])=[O:36])[CH:31]=1)(=O)=O. Product: [CH:7]1[C:16]2[C:11](=[CH:12][CH:13]=[CH:14][CH:15]=2)[CH:10]=[CH:9][C:8]=1[CH2:17][S:18][CH2:29][C:30]1[O:34][N:33]=[C:32]([C:35]([O:37][CH2:38][CH3:39])=[O:36])[CH:31]=1. The catalyst class is: 10. (4) Reactant: [H-].[Na+].[NH:3]1[CH:7]=[CH:6][N:5]=[CH:4]1.Br[CH:9]([CH3:15])[C:10]([O:12][CH2:13][CH3:14])=[O:11]. Product: [N:3]1([CH:9]([CH3:15])[C:10]([O:12][CH2:13][CH3:14])=[O:11])[CH:7]=[CH:6][N:5]=[CH:4]1. The catalyst class is: 1.